Dataset: Forward reaction prediction with 1.9M reactions from USPTO patents (1976-2016). Task: Predict the product of the given reaction. (1) Given the reactants [Cl:1][C:2]1[CH:7]=[CH:6][N:5]=[C:4]2[CH:8]=[C:9]([C:11]([OH:13])=O)[S:10][C:3]=12.O=S(Cl)Cl.[CH3:18][NH:19][CH3:20].C1COCC1.CCN(CC)CC, predict the reaction product. The product is: [Cl:1][C:2]1[CH:7]=[CH:6][N:5]=[C:4]2[CH:8]=[C:9]([C:11]([N:19]([CH3:20])[CH3:18])=[O:13])[S:10][C:3]=12. (2) Given the reactants [NH2:1][C:2]1[CH:7]=[CH:6][CH:5]=[CH:4][C:3]=1[NH:8][C:9](=[O:30])[C:10]1[CH:15]=[CH:14][C:13]([CH2:16][NH:17][C:18]2[N:23]=C(C3C=NC=CN=3)C=[CH:20][N:19]=2)=[CH:12][CH:11]=1.N1C=CN=CC=1C(=O)C.[CH3:40][C:41]1[S:42][C:43]([C:47](=O)[CH3:48])=[C:44]([CH3:46])[N:45]=1, predict the reaction product. The product is: [NH2:1][C:2]1[CH:7]=[CH:6][CH:5]=[CH:4][C:3]=1[NH:8][C:9](=[O:30])[C:10]1[CH:15]=[CH:14][C:13]([CH2:16][NH:17][C:18]2[N:23]=[C:47]([C:43]3[S:42][C:41]([CH3:40])=[N:45][C:44]=3[CH3:46])[CH:48]=[CH:20][N:19]=2)=[CH:12][CH:11]=1. (3) Given the reactants [C:1]([C:3]1[N:8]=[CH:7][C:6]([N:9]2[C:16](=[O:17])[C:12]3([CH2:15][CH2:14][CH2:13]3)[N:11]([C:18]3[CH:37]=[CH:36][C:21]([O:22][CH:23]4[CH2:28][CH2:27][N:26](C(OC(C)(C)C)=O)[CH2:25][CH2:24]4)=[CH:20][CH:19]=3)[C:10]2=[S:38])=[CH:5][C:4]=1[CH3:39])#[N:2], predict the reaction product. The product is: [CH3:39][C:4]1[C:3]([C:1]#[N:2])=[N:8][CH:7]=[C:6]([N:9]2[C:16](=[O:17])[C:12]3([CH2:13][CH2:14][CH2:15]3)[N:11]([C:18]3[CH:19]=[CH:20][C:21]([O:22][CH:23]4[CH2:28][CH2:27][NH:26][CH2:25][CH2:24]4)=[CH:36][CH:37]=3)[C:10]2=[S:38])[CH:5]=1.